The task is: Regression. Given a peptide amino acid sequence and an MHC pseudo amino acid sequence, predict their binding affinity value. This is MHC class I binding data.. This data is from Peptide-MHC class I binding affinity with 185,985 pairs from IEDB/IMGT. (1) The peptide sequence is YYPSARIVY. The MHC is HLA-A26:01 with pseudo-sequence HLA-A26:01. The binding affinity (normalized) is 0.332. (2) The peptide sequence is TSTGNYNYK. The MHC is HLA-A33:01 with pseudo-sequence HLA-A33:01. The binding affinity (normalized) is 0.131. (3) The peptide sequence is SSAYVFSVK. The MHC is HLA-A30:01 with pseudo-sequence HLA-A30:01. The binding affinity (normalized) is 0.306. (4) The peptide sequence is RDYVDRFFKTL. The MHC is HLA-A24:02 with pseudo-sequence HLA-A24:02. The binding affinity (normalized) is 0.258. (5) The binding affinity (normalized) is 0.521. The peptide sequence is LHPPTEVF. The MHC is Mamu-A01 with pseudo-sequence Mamu-A01. (6) The peptide sequence is VLCVKKFYK. The MHC is HLA-A33:01 with pseudo-sequence HLA-A33:01. The binding affinity (normalized) is 0.530.